From a dataset of Human Reference Interactome with 51,813 positive PPI pairs across 8,248 proteins, plus equal number of experimentally-validated negative pairs. Binary Classification. Given two protein amino acid sequences, predict whether they physically interact or not. (1) Protein 1 (ENSG00000127920) has sequence MPALHIEDLPEKEKLKMEVEQLRKEVKLQRQQVSKCSEEIKNYIEERSGEDPLVKGIPEDKNPFKEKGSCVIS*. Protein 2 (ENSG00000182459) has sequence MCPPVSMRYEEEGMSYLYASWMYQLQHGDQLSICFTCFKAAFLDFKDLLESEDWEEDNWDPELMEHTEAESEQEGSSGMELSWGQSPGQPVQGGSEAWGPGTLAAAPEGLEDAGLDPHFVPTELWPQEAVPLGLGLEDADWTQGLPWRFEELLTCSHWPSFFPS*. Result: 0 (the proteins do not interact). (2) Protein 1 (ENSG00000135316) has sequence MATEHVNGNGTEEPMDTTSAVIHSENFQTLLDAGLPQKVAEKLDEIYVAGLVAHSDLDERAIEALKEFNEDGALAVLQQFKDSDLSHVQNKSAFLCGVMKTYRQREKQGTKVADSSKGPDEAKIKALLERTGYTLDVTTGQRKYGGPPPDSVYSGQQPSVGTEIFVGKIPRDLFEDELVPLFEKAGPIWDLRLMMDPLTGLNRGYAFVTFCTKEAAQEAVKLYNNHEIRSGKHIGVCISVANNRLFVGSIPKSKTKEQILEEFSKVTEGLTDVILYHQPDDKKKNRGFCFLEYEDHKTAA.... Protein 2 (ENSG00000162755) has sequence MAVAVPPGRAAGSGWAWRPVARDALLARAFHSCTELRGRFYLVGGLLAGGAREPSSDTVVFDPARGQAVRLGARGSPPRSHHDAAPVDGRWLCVVGGWDGSRRLATVTALDTERGVWEAWTGTPGDCPPAGLSSHTCTRISDRELQVAGREGGIHTQRRYGSIYTLRLDPSARTYCYKQEGCHTASRSGHCAALLQTPGPHPGHQLLLFGGCNLAEPEVAGHWSHGKIKEEPPVAPHLMEQLARLVSSGQGSQKGPHGLRHHSCSVVGPFAVLFGGETLTRARDTICNDLYIYDTRTSPP.... Result: 0 (the proteins do not interact). (3) Protein 1 (ENSG00000169758) has sequence MAVAPSFNMTNPQPAIEGGISEVEIISQQVDEETKSIAPVQLVNFAYRDLPLAAVDLSTAGSQLLSNLDEDYQREGSNWLKPCCGKRAAVWQVFLLSASLNSFLVACVILVVILLTLELLIDIKLLQFSSAFQFAGVIHWISLVILSVFFSETVLRIVVLGIWDYIENKIEVFDGAVIILSLAPMVASTVANGPRSPWDAISLIIMLRIWRVKRVIDAYVLPVKLEMEMVIQQYEKAKVIQDEQLERLTQICQEQGFEIRQLRAHLAQQDLDLAAEREAALQAPHVLSQPRSRFKVLEAG.... Protein 2 (ENSG00000180383) has sequence MTQLLLFLVALLVLGHVPSGRSEFKRCWKGQGACQTYCTRQETYMHLCPDASLCCLSYALKPPPVPKHEYE*. Result: 0 (the proteins do not interact). (4) Protein 1 (ENSG00000110583) has sequence MGRKSSKAKEKKQKRLEERAAMDAVCAKVDAANRLGDPLEAFPVFKKYDRNGLNVSIECKRVSGLEPATVDWAFDLTKTNMQTMYEQSEWGWKDREKREEMTDDRAWYLIAWENSSVPVAFSHFRFDVECGDEVLYCYEVQLESKVRRKGLGKFLIQILQLMANSTQMKKVMLTVFKHNHGAYQFFREALQFEIDDSSPSMSGCCGEDCSYEILSRRTKFGDSHHSHAGGHCGGCCH*MDAVCAKVDAANRLGDPLEAFPVFKKYDRNGLNVSIECKRVSGLEPATVDWAFDLTKTNMQT.... Protein 2 (ENSG00000125508) has sequence MEPFLRRRLAFLSFFWDKIWPAGGEPDHGTPGSLDPNTDPVPTLPAEPCSPFPQLFLALYDFTARCGGELSVRRGDRLCALEEGGGYIFARRLSGQPSAGLVPITHVAKASPETLSDQPWYFSGVSRTQAQQLLLSPPNEPGAFLIRPSESSLGGYSLSVRAQAKVCHYRVSMAADGSLYLQKGRLFPGLEELLTYYKANWKLIQNPLLQPCMPQKAPRQDVWERPHSEFALGRKLGEGYFGEVWEGLWLGSLPVAIKVIKSANMKLTDLAKEIQTLKGLRHERLIRLHAVCSGGEPVYI.... Result: 0 (the proteins do not interact).